Dataset: Full USPTO retrosynthesis dataset with 1.9M reactions from patents (1976-2016). Task: Predict the reactants needed to synthesize the given product. Given the product [CH3:1][O:2][C:3](=[O:13])[C@@H:4]([N:12]1[CH2:29][C:28]([O:31][C:32]2[CH:37]=[CH:36][CH:35]=[C:34]([C:38]([F:40])([F:41])[F:39])[CH:33]=2)=[CH:27][C:26]1=[O:25])[CH2:5][CH:6]1[CH2:11][CH2:10][CH2:9][CH2:8][CH2:7]1, predict the reactants needed to synthesize it. The reactants are: [CH3:1][O:2][C:3](=[O:13])[C@@H:4]([NH2:12])[CH2:5][CH:6]1[CH2:11][CH2:10][CH2:9][CH2:8][CH2:7]1.C(N(CC)C(C)C)(C)C.C([O:25][C:26](=O)/[CH:27]=[C:28](/[O:31][C:32]1[CH:37]=[CH:36][CH:35]=[C:34]([C:38]([F:41])([F:40])[F:39])[CH:33]=1)\[CH2:29]Br)C.